This data is from NCI-60 drug combinations with 297,098 pairs across 59 cell lines. The task is: Regression. Given two drug SMILES strings and cell line genomic features, predict the synergy score measuring deviation from expected non-interaction effect. (1) Drug 1: CC1OCC2C(O1)C(C(C(O2)OC3C4COC(=O)C4C(C5=CC6=C(C=C35)OCO6)C7=CC(=C(C(=C7)OC)O)OC)O)O. Drug 2: C1CN(CCN1C(=O)CCBr)C(=O)CCBr. Cell line: SK-MEL-28. Synergy scores: CSS=11.2, Synergy_ZIP=-3.88, Synergy_Bliss=0.213, Synergy_Loewe=-7.80, Synergy_HSA=0.184. (2) Drug 1: CC1=C2C(C(=O)C3(C(CC4C(C3C(C(C2(C)C)(CC1OC(=O)C(C(C5=CC=CC=C5)NC(=O)OC(C)(C)C)O)O)OC(=O)C6=CC=CC=C6)(CO4)OC(=O)C)OC)C)OC. Drug 2: CNC(=O)C1=NC=CC(=C1)OC2=CC=C(C=C2)NC(=O)NC3=CC(=C(C=C3)Cl)C(F)(F)F. Cell line: SK-OV-3. Synergy scores: CSS=50.3, Synergy_ZIP=-4.04, Synergy_Bliss=0.356, Synergy_Loewe=-4.44, Synergy_HSA=4.93.